Dataset: Reaction yield outcomes from USPTO patents with 853,638 reactions. Task: Predict the reaction yield, written as a fraction of the theoretical maximum amount of product (1.0 means a 100% yield; for example, 0.34 means a 34% yield). (1) The reactants are CCN(C(C)C)C(C)C.[ClH:10].Cl.[CH3:12][C@H:13]1[C:21]2[C:20]([N:22]3[CH2:27][CH2:26][NH:25][CH2:24][CH2:23]3)=[N:19][CH:18]=[N:17][C:16]=2[CH2:15][CH2:14]1.[Cl:28][C:29]1[CH:34]=[CH:33][C:32]([CH:35]([CH2:39][N:40]2[CH2:44][CH2:43][CH2:42][CH2:41]2)[C:36](O)=[O:37])=[CH:31][CH:30]=1.F[P-](F)(F)(F)(F)F.N1(OC(N(C)C)=[N+](C)C)C2C=CC=CC=2N=N1. The catalyst is C(Cl)Cl.CCOC(C)=O. The product is [ClH:28].[ClH:10].[Cl:28][C:29]1[CH:34]=[CH:33][C:32]([CH:35]([CH2:39][N:40]2[CH2:41][CH2:42][CH2:43][CH2:44]2)[C:36]([N:25]2[CH2:26][CH2:27][N:22]([C:20]3[C:21]4[C@H:13]([CH3:12])[CH2:14][CH2:15][C:16]=4[N:17]=[CH:18][N:19]=3)[CH2:23][CH2:24]2)=[O:37])=[CH:31][CH:30]=1. The yield is 0.170. (2) The reactants are [F:1][C:2]1[C:7]2[CH:8]=[C:9](C(O)=O)[S:10][C:6]=2[C:5]([O:14][CH3:15])=[CH:4][CH:3]=1.C1CCN2C(=NCCC2)CC1. The catalyst is CC(N(C)C)=O. The product is [F:1][C:2]1[C:7]2[CH:8]=[CH:9][S:10][C:6]=2[C:5]([O:14][CH3:15])=[CH:4][CH:3]=1. The yield is 0.700. (3) The reactants are Br[C:2]1[CH:3]=[C:4]([C:16]([NH:18][CH2:19][C:20]2[C:21](=[O:28])[NH:22][C:23]([CH3:27])=[CH:24][C:25]=2[CH3:26])=[O:17])[C:5]2[CH:6]=[N:7][N:8]([CH:11]3[CH2:15][CH2:14][CH2:13][CH2:12]3)[C:9]=2[CH:10]=1.[CH3:29][C:30]1(C)C(C)(C)OB(C=C)O1.C([O-])([O-])=O.[Na+].[Na+].CO.C(Cl)Cl. The catalyst is O1CCOCC1.C1C=CC([P]([Pd]([P](C2C=CC=CC=2)(C2C=CC=CC=2)C2C=CC=CC=2)([P](C2C=CC=CC=2)(C2C=CC=CC=2)C2C=CC=CC=2)[P](C2C=CC=CC=2)(C2C=CC=CC=2)C2C=CC=CC=2)(C2C=CC=CC=2)C2C=CC=CC=2)=CC=1. The product is [CH:11]1([N:8]2[C:9]3[CH:10]=[C:2]([CH:29]=[CH2:30])[CH:3]=[C:4]([C:16]([NH:18][CH2:19][C:20]4[C:21](=[O:28])[NH:22][C:23]([CH3:27])=[CH:24][C:25]=4[CH3:26])=[O:17])[C:5]=3[CH:6]=[N:7]2)[CH2:15][CH2:14][CH2:13][CH2:12]1. The yield is 0.682. (4) The reactants are [CH3:1][N:2]1[CH2:6][CH2:5][CH2:4][CH:3]1[CH2:7][CH2:8][N:9]1[CH2:14][CH2:13][S:12][C:11]2[CH:15]=[C:16]([NH2:19])[CH:17]=[CH:18][C:10]1=2.I.[S:21]1[CH:25]=[CH:24][CH:23]=[C:22]1[C:26](SC)=[NH:27]. The catalyst is C(O)C. The product is [CH3:1][N:2]1[CH2:6][CH2:5][CH2:4][CH:3]1[CH2:7][CH2:8][N:9]1[CH2:14][CH2:13][S:12][C:11]2[CH:15]=[C:16]([NH:19][C:26]([C:22]3[S:21][CH:25]=[CH:24][CH:23]=3)=[NH:27])[CH:17]=[CH:18][C:10]1=2. The yield is 0.490.